This data is from Full USPTO retrosynthesis dataset with 1.9M reactions from patents (1976-2016). The task is: Predict the reactants needed to synthesize the given product. (1) The reactants are: [C:1]([C:5]1[CH:10]=[CH:9][C:8]([C:11]2[N:15]([CH3:16])[N:14]=[C:13]([C:17](=O)[CH3:18])[C:12]=2[OH:20])=[CH:7][CH:6]=1)([CH3:4])([CH3:3])[CH3:2].[NH:21]1[C:25]([C:26]2[CH:35]=[CH:34][C:29]([C:30]([NH:32][NH2:33])=[O:31])=[CH:28][CH:27]=2)=[N:24][N:23]=[N:22]1. Given the product [C:1]([C:5]1[CH:10]=[CH:9][C:8]([C:11]2[N:15]([CH3:16])[N:14]=[C:13]([C:17](=[N:33][NH:32][C:30](=[O:31])[C:29]3[CH:34]=[CH:35][C:26]([C:25]4[NH:24][N:23]=[N:22][N:21]=4)=[CH:27][CH:28]=3)[CH3:18])[C:12]=2[OH:20])=[CH:7][CH:6]=1)([CH3:4])([CH3:3])[CH3:2], predict the reactants needed to synthesize it. (2) Given the product [Cl:1][C:2]1[C:7]([S:8]([CH3:11])(=[O:9])=[O:10])=[C:6]([C@@H:23]([CH2:50][CH:44]2[CH2:45][CH2:46][CH2:47][CH2:48]2)[C:22]([NH:42][C:39]2[CH:38]=[N:37][C:36]([C:32]3[CH:33]=[CH:34][CH:35]=[C:30]([O:29][CH3:28])[CH:31]=3)=[CH:41][N:40]=2)=[O:26])[CH:5]=[CH:4][CH:3]=1, predict the reactants needed to synthesize it. The reactants are: [Cl:1][C:2]1[CH:3]=[C:4]([C@@H](CC2CCCC2)C(O)=O)[CH:5]=[CH:6][C:7]=1[S:8]([CH3:11])(=[O:10])=[O:9].[C:22](Cl)(=[O:26])[C:23](Cl)=O.[CH3:28][O:29][C:30]1[CH:31]=[C:32]([C:36]2[N:37]=[CH:38][C:39]([NH2:42])=[N:40][CH:41]=2)[CH:33]=[CH:34][CH:35]=1.N1[C:48](C)=[CH:47][CH:46]=[CH:45][C:44]=1[CH3:50].